From a dataset of Full USPTO retrosynthesis dataset with 1.9M reactions from patents (1976-2016). Predict the reactants needed to synthesize the given product. The reactants are: [C:1]([SiH2:5][O:6][C:7]([CH3:30])([CH3:29])[C:8]1[CH:9]=[N:10][N:11]([C:13]2[C:18](F)=[CH:17][C:16]([N:20]3[CH2:24][C@H:23]([CH2:25][OH:26])[O:22][C:21]3=[O:27])=[CH:15][C:14]=2[F:28])[CH:12]=1)([CH3:4])([CH3:3])[CH3:2].C(N(CC)CC)C.[CH3:38][S:39](Cl)(=[O:41])=[O:40]. Given the product [CH3:38][S:39]([O:26][CH2:25][C@@H:23]1[O:22][C:21](=[O:27])[N:20]([C:16]2[CH:17]=[CH:18][C:13]([N:11]3[CH:12]=[C:8]([C:7]([CH3:30])([CH3:29])[O:6][SiH2:5][C:1]([CH3:4])([CH3:3])[CH3:2])[CH:9]=[N:10]3)=[C:14]([F:28])[CH:15]=2)[CH2:24]1)(=[O:41])=[O:40], predict the reactants needed to synthesize it.